From a dataset of Reaction yield outcomes from USPTO patents with 853,638 reactions. Predict the reaction yield, written as a fraction of the theoretical maximum amount of product (1.0 means a 100% yield; for example, 0.34 means a 34% yield). (1) The reactants are Cl[C:2]1[CH:7]=[CH:6][C:5]([C:8]([NH:10][C:11]2[S:12][C:13]([N:21]3[CH2:26][CH2:25][O:24][CH2:23][CH2:22]3)=[C:14]([C:16]3[O:17][CH:18]=[CH:19][CH:20]=3)[N:15]=2)=[O:9])=[CH:4][N:3]=1.[CH2:27]([CH2:29][NH2:30])[OH:28]. The catalyst is O1CCOCC1. The product is [O:17]1[CH:18]=[CH:19][CH:20]=[C:16]1[C:14]1[N:15]=[C:11]([NH:10][C:8]([C:5]2[CH:6]=[CH:7][C:2]([NH:30][CH2:29][CH2:27][OH:28])=[N:3][CH:4]=2)=[O:9])[S:12][C:13]=1[N:21]1[CH2:26][CH2:25][O:24][CH2:23][CH2:22]1. The yield is 0.590. (2) The catalyst is CO. The yield is 0.305. The product is [Cl:1][C:2]1[N:3]=[C:4]([NH:22][CH3:21])[C:5]2[CH2:10][CH2:9][CH:8]([C:11]3[CH:12]=[C:13]([F:19])[CH:14]=[C:15]([F:17])[CH:16]=3)[C:6]=2[N:7]=1. The reactants are [Cl:1][C:2]1[N:3]=[C:4](Cl)[C:5]2[CH2:10][CH2:9][CH:8]([C:11]3[CH:16]=[C:15]([F:17])[C:14](F)=[C:13]([F:19])[CH:12]=3)[C:6]=2[N:7]=1.[CH3:21][NH2:22].